This data is from CYP2C9 substrate classification data from Carbon-Mangels et al.. The task is: Regression/Classification. Given a drug SMILES string, predict its absorption, distribution, metabolism, or excretion properties. Task type varies by dataset: regression for continuous measurements (e.g., permeability, clearance, half-life) or binary classification for categorical outcomes (e.g., BBB penetration, CYP inhibition). Dataset: cyp2c9_substrate_carbonmangels. (1) The drug is COc1cc(Br)c2oc(C3CCNCC3)cc2c1. The result is 0 (non-substrate). (2) The molecule is C[C@]12CC[C@H]3[C@@H](CC=C4C[C@@H](O)CC[C@@]43C)[C@@H]1CCC2=O. The result is 0 (non-substrate). (3) The molecule is CC(=O)[C@H]1CC[C@H]2[C@@H]3CCC4=CC(=O)CC[C@]4(C)[C@H]3CC[C@]12C. The result is 1 (substrate). (4) The molecule is CCCN1C[C@H](CSC)C[C@@H]2c3cccc4[nH]cc(c34)C[C@H]21. The result is 0 (non-substrate). (5) The drug is Clc1ccc2c(c1)CCc1cccnc1C2=C1CCNCC1. The result is 0 (non-substrate). (6) The compound is CC(C)c1nc(N(C)S(C)(=O)=O)nc(-c2ccc(F)cc2)c1CC[C@@H](O)C[C@@H](O)CC(=O)O. The result is 1 (substrate). (7) The drug is Clc1ccc(CO[C@@H](Cn2ccnc2)c2ccc(Cl)cc2Cl)cc1. The result is 0 (non-substrate). (8) The compound is C[C@@H]1C[C@H]2[C@@H]3CCC4=CC(=O)C=C[C@]4(C)C3=CC[C@]2(C)[C@H]1C(=O)CN1CCN(c2cc(N3CCCC3)nc(N3CCCC3)n2)CC1. The result is 0 (non-substrate). (9) The molecule is C[C@H](CN(C)C)CN1c2ccccc2CCc2ccccc21. The result is 0 (non-substrate).